Dataset: Forward reaction prediction with 1.9M reactions from USPTO patents (1976-2016). Task: Predict the product of the given reaction. (1) Given the reactants [OH:1][CH2:2][CH2:3][CH2:4][N:5]1[CH2:10][CH2:9][CH:8]([C:11]2[CH:12]=[C:13]([NH:17][C:18](=[O:22])[CH:19]([CH3:21])[CH3:20])[CH:14]=[CH:15][CH:16]=2)[CH2:7][CH2:6]1.[Cl:23][C:24]1[CH:29]=[CH:28][CH:27]=[C:26]([F:30])[C:25]=1[C:31]1[C:35]([C:36](Cl)=[O:37])=[C:34]([CH3:39])[O:33][N:32]=1, predict the reaction product. The product is: [Cl:23][C:24]1[CH:29]=[CH:28][CH:27]=[C:26]([F:30])[C:25]=1[C:31]1[C:35]([C:36]([O:1][CH2:2][CH2:3][CH2:4][N:5]2[CH2:10][CH2:9][CH:8]([C:11]3[CH:16]=[CH:15][CH:14]=[C:13]([NH:17][C:18](=[O:22])[CH:19]([CH3:20])[CH3:21])[CH:12]=3)[CH2:7][CH2:6]2)=[O:37])=[C:34]([CH3:39])[O:33][N:32]=1. (2) Given the reactants [Br:1][C:2]1[C:3]([F:11])=[CH:4][C:5]([F:10])=[C:6]([CH2:8]O)[CH:7]=1.P(Br)(Br)[Br:13], predict the reaction product. The product is: [Br:1][C:2]1[CH:7]=[C:6]([CH2:8][Br:13])[C:5]([F:10])=[CH:4][C:3]=1[F:11]. (3) Given the reactants C([NH:4][C:5]1[CH:6]=[C:7]([OH:14])[C:8](=[CH:12][CH:13]=1)[C:9]([OH:11])=O)(=O)C.Cl.C([O:20][C:21](=[O:33])[C@H:22]([CH2:24][CH2:25][C:26]([O:28]C(C)(C)C)=[O:27])[NH2:23])(C)(C)C.CN(C(ON1N=NC2C=CC=CC1=2)=[N+](C)C)C.[B-](F)(F)(F)F.C1C=CC2N(O)N=NC=2C=1.CCN(C(C)C)C(C)C.C(=O)([O-])[O-].[Na+].[Na+], predict the reaction product. The product is: [NH2:4][C:5]1[CH:13]=[CH:12][C:8]([C:9]([NH:23][C@H:22]([C:21]([OH:33])=[O:20])[CH2:24][CH2:25][C:26]([OH:28])=[O:27])=[O:11])=[C:7]([OH:14])[CH:6]=1. (4) Given the reactants [NH:1]1[CH:5]=[CH:4][N:3]=[CH:2]1.[O:6]1[CH2:10][CH2:9][CH2:8][C@@H:7]1[C:11](Cl)=[O:12], predict the reaction product. The product is: [N:1]1([C:11]([C@H:7]2[CH2:8][CH2:9][CH2:10][O:6]2)=[O:12])[CH:5]=[CH:4][N:3]=[CH:2]1.